Dataset: Forward reaction prediction with 1.9M reactions from USPTO patents (1976-2016). Task: Predict the product of the given reaction. (1) Given the reactants [CH2:1]([O:3][C:4]1[CH:5]=[C:6]([C:10]2[C:19]3[C:14](=[CH:15][CH:16]=[C:17]([C:20]([OH:33])([C:27]4[CH:28]=[N:29][CH:30]=[CH:31][CH:32]=4)[C:21]4[CH:22]=[N:23][CH:24]=[CH:25][CH:26]=4)[CH:18]=3)[NH:13][C:12](=[O:34])[CH:11]=2)[CH:7]=[CH:8][CH:9]=1)[CH3:2].Cl[C:36]1C=C(C2C3C(=CC=C(C(C4C=NC(Cl)=CC=4)(O)C4N(C)C=NC=4)C=3)NC(=O)C=2)C=CC=1, predict the reaction product. The product is: [CH2:1]([O:3][C:4]1[CH:5]=[C:6]([C:10]2[C:19]3[C:14](=[CH:15][CH:16]=[C:17]([C:20]([OH:33])([C:21]4[CH:22]=[N:23][CH:24]=[CH:25][CH:26]=4)[C:27]4[CH:28]=[N:29][CH:30]=[CH:31][CH:32]=4)[CH:18]=3)[N:13]([CH3:36])[C:12](=[O:34])[CH:11]=2)[CH:7]=[CH:8][CH:9]=1)[CH3:2]. (2) Given the reactants [F:1][C:2]([F:7])([F:6])[C:3]([OH:5])=[O:4].[CH3:8][C:9]1[C:21]2[C:20]3[C:19]([O:22][CH2:23][CH:24]4[CH2:29][CH2:28][NH:27][CH2:26][CH2:25]4)=[C:18]([O:30][CH3:31])[CH:17]=[CH:16][C:15]=3[C:14]([C:32]3[CH:37]=[CH:36][C:35]([OH:38])=[CH:34][CH:33]=3)=[N:13][C:12]=2[NH:11][N:10]=1.C=O.[CH:41](O)=O, predict the reaction product. The product is: [F:1][C:2]([F:7])([F:6])[C:3]([OH:5])=[O:4].[CH3:8][C:9]1[C:21]2[C:20]3[C:19]([O:22][CH2:23][CH:24]4[CH2:29][CH2:28][N:27]([CH3:41])[CH2:26][CH2:25]4)=[C:18]([O:30][CH3:31])[CH:17]=[CH:16][C:15]=3[C:14]([C:32]3[CH:33]=[CH:34][C:35]([OH:38])=[CH:36][CH:37]=3)=[N:13][C:12]=2[NH:11][N:10]=1. (3) The product is: [C:32](=[O:43])([O:36][CH:37]1[CH2:38][CH2:39][CH2:40][CH2:41][CH2:42]1)[O:33][CH2:34][O:31][C:27]1[CH:26]=[CH:25][C:24]2[C:29](=[CH:30][C:21]([O:20][CH2:19][CH2:18][CH2:17][CH2:16][N:13]3[CH2:12][CH2:11][N:10]([C:6]4[C:3]5[CH:4]=[CH:5][S:1][C:2]=5[CH:9]=[CH:8][CH:7]=4)[CH2:15][CH2:14]3)=[CH:22][CH:23]=2)[N:28]=1. Given the reactants [S:1]1[CH:5]=[CH:4][C:3]2[C:6]([N:10]3[CH2:15][CH2:14][N:13]([CH2:16][CH2:17][CH2:18][CH2:19][O:20][C:21]4[CH:30]=[C:29]5[C:24]([CH:25]=[CH:26][C:27](=[O:31])[NH:28]5)=[CH:23][CH:22]=4)[CH2:12][CH2:11]3)=[CH:7][CH:8]=[CH:9][C:2]1=2.[C:32](=[O:43])([O:36][CH:37]1[CH2:42][CH2:41][CH2:40][CH2:39][CH2:38]1)[O:33][CH2:34]Cl.O, predict the reaction product. (4) Given the reactants [C:1]1([CH2:14][N:15]([CH:28]2[C:37]3[N:36]=[CH:35][CH:34]=[CH:33][C:32]=3[CH2:31][CH2:30][CH2:29]2)[CH2:16][CH2:17][CH2:18][CH2:19][NH:20]C(=O)OC(C)(C)C)[C:6]2[NH:7][C:8]3[C:13]([C:5]=2[CH:4]=[CH:3][N:2]=1)=[CH:12][CH:11]=[CH:10][CH:9]=3.S(Cl)([Cl:40])=O, predict the reaction product. The product is: [ClH:40].[ClH:40].[ClH:40].[ClH:40].[C:1]1([CH2:14][N:15]([CH2:16][CH2:17][CH2:18][CH2:19][NH2:20])[CH:28]2[C:37]3[N:36]=[CH:35][CH:34]=[CH:33][C:32]=3[CH2:31][CH2:30][CH2:29]2)[C:6]2[NH:7][C:8]3[C:13]([C:5]=2[CH:4]=[CH:3][N:2]=1)=[CH:12][CH:11]=[CH:10][CH:9]=3.